Dataset: Full USPTO retrosynthesis dataset with 1.9M reactions from patents (1976-2016). Task: Predict the reactants needed to synthesize the given product. Given the product [CH3:20][C:19]([CH3:30])=[CH:18][C:2]1[CH:11]=[C:10]2[C:5]([CH:6]=[C:7]([NH:12][C:13]([CH:15]3[CH2:17][CH2:16]3)=[O:14])[N:8]=[CH:9]2)=[CH:4][CH:3]=1, predict the reactants needed to synthesize it. The reactants are: Br[C:2]1[CH:11]=[C:10]2[C:5]([CH:6]=[C:7]([NH:12][C:13]([CH:15]3[CH2:17][CH2:16]3)=[O:14])[N:8]=[CH:9]2)=[CH:4][CH:3]=1.[CH3:18][C:19]([CH3:30])=[CH:20]B1OC(C)(C)C(C)(C)O1.C(=O)([O-])[O-].[K+].[K+].O1CCOCC1.O.